From a dataset of Forward reaction prediction with 1.9M reactions from USPTO patents (1976-2016). Predict the product of the given reaction. (1) Given the reactants [N:1]1[CH:6]=[CH:5][CH:4]=[CH:3][C:2]=1[C:7]1[N:8]=[C:9]([NH:12][C:13]2[C:18]([O:19][CH2:20][C:21]([O:23]CCCC)=[O:22])=[CH:17][CH:16]=[CH:15][N:14]=2)[S:10][CH:11]=1.FC(F)(F)C(O)=O.ClCCl, predict the reaction product. The product is: [N:1]1[CH:6]=[CH:5][CH:4]=[CH:3][C:2]=1[C:7]1[N:8]=[C:9]([NH:12][C:13]2[C:18]([O:19][CH2:20][C:21]([OH:23])=[O:22])=[CH:17][CH:16]=[CH:15][N:14]=2)[S:10][CH:11]=1. (2) Given the reactants C([Sn](CCCC)(CCCC)[C:6]1[S:7][CH:8]=[CH:9][CH:10]=1)CCC.Br[C:20]1[N:24]([S:25]([C:28]2[CH:29]=[N:30][CH:31]=[CH:32][CH:33]=2)(=[O:27])=[O:26])[CH:23]=[C:22]([CH2:34][N:35]([CH3:43])[C:36](=[O:42])[O:37][C:38]([CH3:41])([CH3:40])[CH3:39])[CH:21]=1, predict the reaction product. The product is: [CH3:43][N:35]([CH2:34][C:22]1[CH:21]=[C:20]([C:6]2[S:7][CH:8]=[CH:9][CH:10]=2)[N:24]([S:25]([C:28]2[CH:29]=[N:30][CH:31]=[CH:32][CH:33]=2)(=[O:27])=[O:26])[CH:23]=1)[C:36](=[O:42])[O:37][C:38]([CH3:41])([CH3:39])[CH3:40]. (3) Given the reactants [OH:1][C:2]1[C:11]2[C:6](=[CH:7][CH:8]=[CH:9][CH:10]=2)[C:5]([CH3:17])([CH2:12][CH2:13][CH:14]([CH3:16])[CH3:15])[C:4](=[O:18])[C:3]=1[C:19]1[NH:24][C:23]2[CH:25]=[CH:26][C:27]([OH:29])=[CH:28][C:22]=2[S:21](=[O:31])(=[O:30])[N:20]=1.Br[CH2:33][C:34]([NH2:36])=[O:35].C(=O)([O-])[O-].[Cs+].[Cs+], predict the reaction product. The product is: [OH:1][C:2]1[C:11]2[C:6](=[CH:7][CH:8]=[CH:9][CH:10]=2)[C:5]([CH3:17])([CH2:12][CH2:13][CH:14]([CH3:15])[CH3:16])[C:4](=[O:18])[C:3]=1[C:19]1[NH:24][C:23]2[CH:25]=[CH:26][C:27]([O:29][CH2:33][C:34]([NH2:36])=[O:35])=[CH:28][C:22]=2[S:21](=[O:30])(=[O:31])[N:20]=1. (4) Given the reactants Cl.[C:2]([O:6][C:7]([N:9]1[CH2:15][CH2:14][C:13]2[C:16]([CH2:21][S:22]C(=N)N)=[C:17]([Cl:20])[CH:18]=[CH:19][C:12]=2[CH2:11][CH2:10]1)=[O:8])([CH3:5])([CH3:4])[CH3:3].[OH-].[Na+].OS([O-])(=O)=O.[K+], predict the reaction product. The product is: [C:2]([O:6][C:7]([N:9]1[CH2:15][CH2:14][C:13]2[C:16]([CH2:21][SH:22])=[C:17]([Cl:20])[CH:18]=[CH:19][C:12]=2[CH2:11][CH2:10]1)=[O:8])([CH3:5])([CH3:3])[CH3:4]. (5) Given the reactants C([O:4][CH2:5][CH2:6][CH2:7][CH2:8][CH2:9][CH2:10][CH2:11][CH2:12][O:13][C:14]1[CH:19]=[CH:18][CH:17]=[C:16]([NH2:20])[C:15]=1[C:21]#[N:22])(=O)C.[S:23](Cl)(=[O:26])(=[O:25])N.[N:28]1C=CC=CC=1.[OH-].[Na+], predict the reaction product. The product is: [NH2:28][C:21]1[C:15]2[C:14]([O:13][CH2:12][CH2:11][CH2:10][CH2:9][CH2:8][CH2:7][CH2:6][CH2:5][OH:4])=[CH:19][CH:18]=[CH:17][C:16]=2[NH:20][S:23](=[O:26])(=[O:25])[N:22]=1. (6) Given the reactants FC(F)(F)C(OC(=O)C(F)(F)F)=[O:4].[Br:14][C:15]1[CH:16]=[CH:17][C:18]([Cl:21])=[N:19][CH:20]=1.C(N)(N)=O.OO.O.S([O-])([O-])(=O)=S.[Na+].[Na+], predict the reaction product. The product is: [Br:14][C:15]1[CH:16]=[CH:17][C:18]([Cl:21])=[N+:19]([O-:4])[CH:20]=1. (7) Given the reactants [Cl:1][C:2]1[CH:7]=[CH:6][CH:5]=[CH:4][C:3]=1[NH:8][CH:9]=[C:10]([C:13]#[N:14])[C:11]#[N:12].Br[CH2:16][C:17]([O:19][CH2:20][CH3:21])=[O:18].C(=O)([O-])[O-].[K+].[K+].[O-]CC.[Na+], predict the reaction product. The product is: [CH2:20]([O:19][C:17]([C:16]1[N:8]([C:3]2[CH:4]=[CH:5][CH:6]=[CH:7][C:2]=2[Cl:1])[CH:9]=[C:10]([C:13]#[N:14])[C:11]=1[NH2:12])=[O:18])[CH3:21].